From a dataset of Forward reaction prediction with 1.9M reactions from USPTO patents (1976-2016). Predict the product of the given reaction. Given the reactants C([C:4]([C@H:6]([C@@H:8]([C@@H:10]([N:13]=[N+:14]=[N-:15])[CH2:11][OH:12])[OH:9])[OH:7])=[O:5])C=C.O, predict the reaction product. The product is: [N:13]([C@@H:10]([CH2:11][OH:12])[C@@H:8]([OH:9])[C@H:6]([OH:7])[CH:4]=[O:5])=[N+:14]=[N-:15].